The task is: Predict the reactants needed to synthesize the given product.. This data is from Full USPTO retrosynthesis dataset with 1.9M reactions from patents (1976-2016). (1) Given the product [C:1](=[N:14][C:15]1[CH:16]=[CH:17][C:18]([F:29])=[C:19]([C@:21]2([CH3:28])[CH2:22][O:23][CH2:24][C:25]([NH2:30])=[N:26]2)[CH:20]=1)([C:8]1[CH:13]=[CH:12][CH:11]=[CH:10][CH:9]=1)[C:2]1[CH:7]=[CH:6][CH:5]=[CH:4][CH:3]=1, predict the reactants needed to synthesize it. The reactants are: [C:1](=[N:14][C:15]1[CH:16]=[CH:17][C:18]([F:29])=[C:19]([C@@:21]2([CH3:28])[NH:26][C:25](=S)[CH2:24][O:23][CH2:22]2)[CH:20]=1)([C:8]1[CH:13]=[CH:12][CH:11]=[CH:10][CH:9]=1)[C:2]1[CH:7]=[CH:6][CH:5]=[CH:4][CH:3]=1.[NH3:30].C(OO)(C)(C)C. (2) Given the product [C:14]1(=[O:16])[N:1]([C:2]2[CH:3]=[C:4]([CH:7]=[C:8]([O:11][CH2:12][CH3:13])[C:9]=2[I:10])[CH:5]=[O:6])[C:15]1=[O:31], predict the reactants needed to synthesize it. The reactants are: [NH2:1][C:2]1[CH:3]=[C:4]([CH:7]=[C:8]([O:11][CH2:12][CH3:13])[C:9]=1[I:10])[CH:5]=[O:6].[C:14](Cl)(=[O:16])[CH3:15].C(N(C(C)C)CC)(C)C.CN(C=[O:31])C. (3) Given the product [NH2:48][C:47]1[CH:49]=[CH:50][C:44]([C:6]2[N:5]([CH:1]3[CH2:2][CH2:3][CH2:4]3)[C:13]3[C:8]([C:7]=2[C:20]#[N:21])=[CH:9][CH:10]=[C:11]([N:14]2[CH2:15][CH2:16][O:17][CH2:18][CH2:19]2)[CH:12]=3)=[CH:45][CH:46]=1, predict the reactants needed to synthesize it. The reactants are: [CH:1]1([N:5]2[C:13]3[C:8](=[CH:9][CH:10]=[C:11]([N:14]4[CH2:19][CH2:18][O:17][CH2:16][CH2:15]4)[CH:12]=3)[C:7]([C:20]#[N:21])=[CH:6]2)[CH2:4][CH2:3][CH2:2]1.C(OB(OC(C)C)OC(C)C)(C)C.[Li+].CC([N-]C(C)C)C.I[C:44]1[CH:50]=[CH:49][C:47]([NH2:48])=[CH:46][CH:45]=1.C([O-])([O-])=O.[K+].[K+]. (4) Given the product [CH3:1][NH:2][C:3]([C:5]1[N:13]([CH3:21])[C:12]2[C:7](=[N:8][CH:9]=[CH:10][CH:11]=2)[C:6]=1[S:14][C:15]1[CH:20]=[CH:19][CH:18]=[CH:17][CH:16]=1)=[O:4], predict the reactants needed to synthesize it. The reactants are: [CH3:1][NH:2][C:3]([C:5]1[NH:13][C:12]2[C:7](=[N:8][CH:9]=[CH:10][CH:11]=2)[C:6]=1[S:14][C:15]1[CH:20]=[CH:19][CH:18]=[CH:17][CH:16]=1)=[O:4].[CH3:21]OS(OC)(=O)=O.